From a dataset of Full USPTO retrosynthesis dataset with 1.9M reactions from patents (1976-2016). Predict the reactants needed to synthesize the given product. Given the product [Br:3][C:4]1[C:12]2[C:7](=[N:8][CH:9]=[C:10]([Cl:13])[CH:11]=2)[N:6]([S:14]([C:17]2[CH:23]=[CH:22][C:20]([CH3:21])=[CH:19][CH:18]=2)(=[O:16])=[O:15])[CH:5]=1, predict the reactants needed to synthesize it. The reactants are: [H-].[Na+].[Br:3][C:4]1[C:12]2[C:7](=[N:8][CH:9]=[C:10]([Cl:13])[CH:11]=2)[NH:6][CH:5]=1.[S:14](Cl)([C:17]1[CH:23]=[CH:22][C:20]([CH3:21])=[CH:19][CH:18]=1)(=[O:16])=[O:15].O.